This data is from Forward reaction prediction with 1.9M reactions from USPTO patents (1976-2016). The task is: Predict the product of the given reaction. Given the reactants [Cl-].[CH3:2][C:3]1[N:8]2[N:9]=[C:10]([CH2:12][P+](C3C=CC=CC=3)(C3C=CC=CC=3)C3C=CC=CC=3)[N:11]=[C:7]2[C:6]([CH3:32])=[N:5][CH:4]=1.[Br:33][C:34]1[N:35]=[C:36]([CH:45]=O)[N:37]([C:39]2[CH:44]=[CH:43][CH:42]=[CH:41][CH:40]=2)[CH:38]=1, predict the reaction product. The product is: [Br:33][C:34]1[N:35]=[C:36](/[CH:45]=[CH:12]/[C:10]2[N:11]=[C:7]3[C:6]([CH3:32])=[N:5][CH:4]=[C:3]([CH3:2])[N:8]3[N:9]=2)[N:37]([C:39]2[CH:44]=[CH:43][CH:42]=[CH:41][CH:40]=2)[CH:38]=1.